Dataset: Full USPTO retrosynthesis dataset with 1.9M reactions from patents (1976-2016). Task: Predict the reactants needed to synthesize the given product. (1) Given the product [OH:51][CH2:50][CH2:21][NH:20][C:18](=[O:19])[C@@H:17]([NH:16][C:14]([N:42]1[C:41]2[CH2:44][O:45][CH2:46][CH2:47][C:40]=2[C:39]([C:32]2[CH:33]=[C:34]([F:38])[C:35]([F:37])=[CH:36][C:31]=2[F:30])=[N:43]1)=[O:15])[C:22]([CH3:23])([CH3:24])[CH3:25], predict the reactants needed to synthesize it. The reactants are: FC1C=C(C2C3COCCC=3N([C:14]([NH:16][C@@H:17]([C:22]([CH3:25])([CH3:24])[CH3:23])[C:18]([NH:20][CH3:21])=[O:19])=[O:15])N=2)C=CC=1F.[F:30][C:31]1[CH:36]=[C:35]([F:37])[C:34]([F:38])=[CH:33][C:32]=1[C:39]1[C:40]2[CH2:47][CH2:46][O:45][CH2:44][C:41]=2[NH:42][N:43]=1.N[C@@H](C(C)(C)C)[C:50](NCCO)=[O:51]. (2) Given the product [Cl:5][CH2:29][C:27]1[N:28]=[C:24]([C:15]2[C:16]3[C:21](=[C:20]([O:22][CH3:23])[CH:19]=[CH:18][CH:17]=3)[N:13]([CH2:12][CH:6]3[CH2:11][CH2:10][CH2:9][CH2:8][CH2:7]3)[CH:14]=2)[S:25][C:26]=1[CH2:31][CH3:32], predict the reactants needed to synthesize it. The reactants are: CS([Cl:5])(=O)=O.[CH:6]1([CH2:12][N:13]2[C:21]3[C:16](=[CH:17][CH:18]=[CH:19][C:20]=3[O:22][CH3:23])[C:15]([C:24]3[S:25][C:26]([CH2:31][CH3:32])=[C:27]([CH2:29]O)[N:28]=3)=[CH:14]2)[CH2:11][CH2:10][CH2:9][CH2:8][CH2:7]1.C(N(C(C)C)CC)(C)C. (3) The reactants are: [C:1]([O:5][C:6](=[O:18])[NH:7][C:8]1[CH:13]=[CH:12][C:11](I)=[CH:10][C:9]=1[N+:15]([O-:17])=[O:16])([CH3:4])([CH3:3])[CH3:2].[F:19][C:20]1[CH:25]=[C:24]([F:26])[CH:23]=[CH:22][C:21]=1B(O)O. Given the product [C:1]([O:5][C:6](=[O:18])[NH:7][C:8]1[CH:13]=[CH:12][C:11]([C:23]2[CH:22]=[CH:21][C:20]([F:19])=[CH:25][C:24]=2[F:26])=[CH:10][C:9]=1[N+:15]([O-:17])=[O:16])([CH3:4])([CH3:3])[CH3:2], predict the reactants needed to synthesize it. (4) Given the product [C:19]([O:18][C:16]([NH:15][CH2:14][CH2:13][CH2:12][C@@H:11]([C:23]([NH:25][CH2:26][CH2:27][CH2:28][C@H:29]([NH:32][C:33]([O:35][C:36]([CH3:39])([CH3:38])[CH3:37])=[O:34])[CH2:30][OH:31])=[O:24])[NH2:10])=[O:17])([CH3:22])([CH3:21])[CH3:20], predict the reactants needed to synthesize it. The reactants are: C(OC(=O)[NH:10][C@H:11]([C:23]([NH:25][CH2:26][CH2:27][CH2:28][C@H:29]([NH:32][C:33]([O:35][C:36]([CH3:39])([CH3:38])[CH3:37])=[O:34])[CH2:30][OH:31])=[O:24])[CH2:12][CH2:13][CH2:14][NH:15][C:16]([O:18][C:19]([CH3:22])([CH3:21])[CH3:20])=[O:17])C1C=CC=CC=1. (5) The reactants are: [N:1]1([C:7]2[N:8]=[C:9]([CH2:14][C:15]([O-:17])=O)[NH:10][C:11](=[O:13])[CH:12]=2)[CH2:6][CH2:5][O:4][CH2:3][CH2:2]1.[Na+].[F:19][C:20]1[CH:21]=[C:22]([CH:24]=[CH:25][C:26]=1[F:27])[NH2:23]. Given the product [F:19][C:20]1[CH:21]=[C:22]([NH:23][C:15](=[O:17])[CH2:14][C:9]2[NH:10][C:11](=[O:13])[CH:12]=[C:7]([N:1]3[CH2:2][CH2:3][O:4][CH2:5][CH2:6]3)[N:8]=2)[CH:24]=[CH:25][C:26]=1[F:27], predict the reactants needed to synthesize it. (6) Given the product [NH2:19][C:10]1[C:9]2[N:8]=[CH:7][N:6]([CH2:5][CH2:4][CH2:3][CH2:2][NH:1][C:30]([C:22]3[CH:21]=[N:20][C:29]4[C:24]([CH:23]=3)=[CH:25][CH:26]=[CH:27][CH:28]=4)=[O:31])[C:18]=2[C:17]2[CH:16]=[CH:15][CH:14]=[CH:13][C:12]=2[N:11]=1, predict the reactants needed to synthesize it. The reactants are: [NH2:1][CH2:2][CH2:3][CH2:4][CH2:5][N:6]1[C:18]2[C:17]3[CH:16]=[CH:15][CH:14]=[CH:13][C:12]=3[N:11]=[C:10]([NH2:19])[C:9]=2[N:8]=[CH:7]1.[N:20]1[C:29]2[C:24](=[CH:25][CH:26]=[CH:27][CH:28]=2)[CH:23]=[C:22]([C:30](Cl)=[O:31])[CH:21]=1. (7) Given the product [CH3:1][O:2][CH:3]([O:11][CH3:12])[C:4]1[CH:9]=[CH:8][CH:7]=[C:6]([F:10])[C:5]=1[C:18]([OH:20])=[O:19], predict the reactants needed to synthesize it. The reactants are: [CH3:1][O:2][CH:3]([O:11][CH3:12])[C:4]1[CH:9]=[CH:8][CH:7]=[C:6]([F:10])[CH:5]=1.[Li]C(CC)C.[C:18](=[O:20])=[O:19].[Li]CCCC.Cl.